Dataset: Reaction yield outcomes from USPTO patents with 853,638 reactions. Task: Predict the reaction yield, written as a fraction of the theoretical maximum amount of product (1.0 means a 100% yield; for example, 0.34 means a 34% yield). (1) The reactants are [C:1]([C@@H:4]1[CH2:9][CH2:8][C@H:7]([N:10]2[C:14]3[CH:15]=[C:16]([CH2:19][N:20]4[CH2:25][CH2:24][CH:23]([C:26]([OH:29])([CH3:28])[CH3:27])[CH2:22][CH2:21]4)[CH:17]=[CH:18][C:13]=3[NH:12]/[C:11]/2=[N:30]\[C:31](=[O:39])[C:32]2[CH:37]=[CH:36][CH:35]=[C:34]([F:38])[CH:33]=2)[CH2:6][CH2:5]1)(=O)[CH3:2].[CH3:40][CH:41]([NH2:43])[CH3:42].C(O[BH-](OC(=O)C)OC(=O)C)(=O)C.[Na+].CC(O)=O. The catalyst is ClC(Cl)C. The product is [F:38][C:34]1[CH:33]=[C:32]([CH:37]=[CH:36][CH:35]=1)[C:31](/[N:30]=[C:11]1\[NH:12][C:13]2[CH:18]=[CH:17][C:16]([CH2:19][N:20]3[CH2:25][CH2:24][CH:23]([C:26]([OH:29])([CH3:27])[CH3:28])[CH2:22][CH2:21]3)=[CH:15][C:14]=2[N:10]\1[C@H:7]1[CH2:8][CH2:9][C@@H:4]([CH:1]([NH:43][CH:41]([CH3:42])[CH3:40])[CH3:2])[CH2:5][CH2:6]1)=[O:39]. The yield is 0.154. (2) The reactants are [CH2:1]([O:4][C:5]([NH:7][C@@:8]1([C:17]([OH:19])=[O:18])[CH2:13][CH2:12][C@@H:11]2[C@H:9]1[C@H:10]2[C:14]([OH:16])=[O:15])=[O:6])[CH:2]=[CH2:3].C(N=C=N[CH2:25][CH2:26][CH2:27]N(C)C)C.CN(C1C=CC=CN=1)C.C(O)C=C. The catalyst is ClCCl. The product is [CH2:27]([O:15][C:14]([C@@H:10]1[C@@H:9]2[C@H:11]1[CH2:12][CH2:13][C@@:8]2([NH:7][C:5]([O:4][CH2:1][CH:2]=[CH2:3])=[O:6])[C:17]([OH:19])=[O:18])=[O:16])[CH:26]=[CH2:25]. The yield is 0.440. (3) The reactants are [F:1][C:2]([F:35])([F:34])[C:3]1[CH:29]=[C:28]([C:30]([F:33])([F:32])[F:31])[CH:27]=[CH:26][C:4]=1[CH2:5][O:6][C:7]1[CH:12]=[CH:11][C:10](/[CH:13]=[C:14]2\[NH:15][C:16](=[O:23])[N:17]([CH2:21][CH3:22])\[C:18]\2=[N:19]\[CH3:20])=[CH:9][C:8]=1[O:24][CH3:25].[C:36](=O)([O-])[O-].[K+].[K+].IC.C(OCC)(=O)C. The catalyst is CN(C)C=O.O. The product is [F:35][C:2]([F:1])([F:34])[C:3]1[CH:29]=[C:28]([C:30]([F:32])([F:31])[F:33])[CH:27]=[CH:26][C:4]=1[CH2:5][O:6][C:7]1[CH:12]=[CH:11][C:10](/[CH:13]=[C:14]2\[N:15]([CH3:36])[C:16](=[O:23])[N:17]([CH2:21][CH3:22])\[C:18]\2=[N:19]\[CH3:20])=[CH:9][C:8]=1[O:24][CH3:25]. The yield is 0.730. (4) The product is [C:39]([N:36]1[CH2:37][CH2:38][CH:33]([N:30]2[C:16]3[N:17]=[C:18]([C:20]4[CH2:21][C:22]([CH3:28])([CH3:29])[NH:23][C:24]([CH3:26])([CH3:27])[CH:25]=4)[CH:19]=[C:14]([C:12]([NH:11][CH2:10][C:3]4[C:4](=[O:9])[NH:5][C:6]([CH3:8])=[CH:7][C:2]=4[CH3:1])=[O:13])[C:15]=3[CH:32]=[N:31]2)[CH2:34][CH2:35]1)(=[O:41])[CH3:40]. The catalyst is N1C=CC=CC=1. The yield is 0.300. The reactants are [CH3:1][C:2]1[CH:7]=[C:6]([CH3:8])[NH:5][C:4](=[O:9])[C:3]=1[CH2:10][NH:11][C:12]([C:14]1[C:15]2[CH:32]=[N:31][N:30]([CH:33]3[CH2:38][CH2:37][NH:36][CH2:35][CH2:34]3)[C:16]=2[N:17]=[C:18]([C:20]2[CH2:21][C:22]([CH3:29])([CH3:28])[NH:23][C:24]([CH3:27])([CH3:26])[CH:25]=2)[CH:19]=1)=[O:13].[C:39](Cl)(=[O:41])[CH3:40].O.CO.C(Cl)Cl. (5) The reactants are [Cl:1][C:2]1[CH:8]=[CH:7][C:5]([OH:6])=[CH:4][C:3]=1[OH:9].[Cl-].[Al+3].[Cl-].[Cl-].Cl[CH2:15][C:16](Cl)=[O:17].[OH-].[Na+]. The product is [Cl:1][C:2]1[C:3]([OH:9])=[CH:4][C:5]2[O:6][CH2:15][C:16](=[O:17])[C:7]=2[CH:8]=1. The yield is 0.170. The catalyst is [N+](C1C=CC=CC=1)([O-])=O. (6) The reactants are O.[CH3:2][C:3]1([CH3:30])[O:8][CH2:7][CH:6]([CH2:9][O:10][C:11]2[C:16]([CH3:17])=[CH:15][N:14]=[C:13]([CH2:18][S:19][C:20]3[NH:24][C:23]4[CH:25]=[CH:26][CH:27]=[CH:28][C:22]=4[N:21]=3)[C:12]=2[CH3:29])[CH2:5][O:4]1.C(N(CC)C(C)C)(C)C.[O-]O.C1(C(C)C)C=CC=CC=1.C(=O)([O-])[OH:52].[Na+]. The catalyst is CC(C)[O-].[Ti+4].CC(C)[O-].CC(C)[O-].CC(C)[O-].C1(C)C=CC=CC=1. The product is [CH3:2][C:3]1([CH3:30])[O:4][CH2:5][CH:6]([CH2:9][O:10][C:11]2[C:16]([CH3:17])=[CH:15][N:14]=[C:13]([CH2:18][S:19]([C:20]3[NH:21][C:22]4[CH:28]=[CH:27][CH:26]=[CH:25][C:23]=4[N:24]=3)=[O:52])[C:12]=2[CH3:29])[CH2:7][O:8]1. The yield is 0.844. (7) The catalyst is O.CN(C=O)C. The reactants are [CH3:1][O:2][C:3]([NH:5][C@@H:6]([CH:10]([CH3:12])[CH3:11])[C:7]([OH:9])=O)=[O:4].CN(C(ON1N=NC2C=CC=NC1=2)=[N+](C)C)C.F[P-](F)(F)(F)(F)F.[CH2:37]1[C:41]2([CH2:46][CH2:45][O:44][CH2:43][CH2:42]2)[CH2:40][CH:39]([C:47]([O:49][CH2:50][CH3:51])=[O:48])[NH:38]1.C(Cl)Cl. The yield is 0.832. The product is [CH3:1][O:2][C:3]([NH:5][C@@H:6]([CH:10]([CH3:12])[CH3:11])[C:7]([N:38]1[C@H:39]([C:47]([O:49][CH2:50][CH3:51])=[O:48])[CH2:40][C:41]2([CH2:46][CH2:45][O:44][CH2:43][CH2:42]2)[CH2:37]1)=[O:9])=[O:4]. (8) The reactants are C[Si](C)(C)[O:3][C:4](=[CH2:7])[CH:5]=[CH2:6].[N+:10]([CH:13]=[CH2:14])([O-:12])=[O:11].C1(C)C=CC=CC=1. No catalyst specified. The product is [N+:10]([CH:13]1[CH2:14][CH2:3][C:4](=[O:7])[CH2:5][CH2:6]1)([O-:12])=[O:11]. The yield is 0.510.